Dataset: Peptide-MHC class I binding affinity with 185,985 pairs from IEDB/IMGT. Task: Regression. Given a peptide amino acid sequence and an MHC pseudo amino acid sequence, predict their binding affinity value. This is MHC class I binding data. (1) The peptide sequence is LEKARGSTY. The MHC is HLA-B08:01 with pseudo-sequence HLA-B08:01. The binding affinity (normalized) is 0. (2) The peptide sequence is HPNIEEVAL. The MHC is HLA-A02:01 with pseudo-sequence HLA-A02:01. The binding affinity (normalized) is 0.